This data is from M1 muscarinic receptor antagonist screen with 61,756 compounds. The task is: Binary Classification. Given a drug SMILES string, predict its activity (active/inactive) in a high-throughput screening assay against a specified biological target. (1) The molecule is Fc1ccc(C(=O)c2ccc(N3CCCC3)cc2)cc1. The result is 0 (inactive). (2) The molecule is O=C(NCCc1ccccc1)C1C(CCCC1)C(O)=O. The result is 0 (inactive).